Dataset: Forward reaction prediction with 1.9M reactions from USPTO patents (1976-2016). Task: Predict the product of the given reaction. (1) Given the reactants [CH2:1]([O:8][C@@H:9]1[CH2:38][C@@H:37]2[C@:32]([CH3:46])([CH2:33][CH2:34][C@H:35]([O:39][CH:40]3[CH2:45][CH2:44][CH2:43][CH2:42][O:41]3)[CH2:36]2)[C@@H:31]2[C@@H:10]1[C@H:11]1[C@:28]([CH3:47])([CH2:29][CH2:30]2)[C@@H:14]([C@H:15]([CH3:27])[CH2:16][CH2:17][CH2:18][O:19][Si](C(C)(C)C)(C)C)[CH2:13][CH2:12]1)[C:2]1[CH:7]=[CH:6][CH:5]=[CH:4][CH:3]=1.[F-].C([N+](CCCC)(CCCC)CCCC)CCC, predict the reaction product. The product is: [CH2:1]([O:8][C@@H:9]1[CH2:38][C@@H:37]2[C@:32]([CH3:46])([CH2:33][CH2:34][C@H:35]([O:39][CH:40]3[CH2:45][CH2:44][CH2:43][CH2:42][O:41]3)[CH2:36]2)[C@@H:31]2[C@@H:10]1[C@H:11]1[C@:28]([CH3:47])([CH2:29][CH2:30]2)[C@@H:14]([C@H:15]([CH3:27])[CH2:16][CH2:17][CH2:18][OH:19])[CH2:13][CH2:12]1)[C:2]1[CH:3]=[CH:4][CH:5]=[CH:6][CH:7]=1. (2) Given the reactants [F:1][C:2]1[CH:10]=[CH:9][CH:8]=[C:7]([F:11])[C:3]=1[C:4]([OH:6])=[O:5].[Cl:12][S:13](O)(=[O:15])=[O:14], predict the reaction product. The product is: [Cl:12][S:13]([C:8]1[C:7]([F:11])=[C:3]([C:2]([F:1])=[CH:10][CH:9]=1)[C:4]([OH:6])=[O:5])(=[O:15])=[O:14]. (3) Given the reactants [NH2:1][C:2]1[C:3]([N:13]2[CH:17]=[CH:16][N:15]=[C:14]2[CH:18]2[CH2:22][CH2:21][CH2:20][CH2:19]2)=[CH:4][C:5]([CH3:12])=[C:6]([CH:11]=1)[C:7]([O:9][CH3:10])=[O:8].[C:23](N1C=CN=C1)(N1C=CN=C1)=[O:24], predict the reaction product. The product is: [CH:18]1([C:14]2[N:13]3[C:3]4[C:2]([NH:1][C:23](=[O:24])[C:17]3=[CH:16][N:15]=2)=[CH:11][C:6]([C:7]([O:9][CH3:10])=[O:8])=[C:5]([CH3:12])[CH:4]=4)[CH2:22][CH2:21][CH2:20][CH2:19]1. (4) The product is: [CH3:10][C:11]1[C:15]([C:16]2[CH:25]=[C:24]3[C:19]([C:20]([NH:27][CH2:28][C:29]4[S:33][C:32]([CH3:34])=[N:31][C:30]=4[CH3:35])=[C:21]([NH:26][C:7]([CH:4]4[CH2:3][CH2:2][O:1][CH2:6][CH2:5]4)=[O:9])[CH:22]=[N:23]3)=[CH:18][C:17]=2[O:36][CH3:37])=[C:14]([CH3:38])[O:13][N:12]=1. Given the reactants [O:1]1[CH2:6][CH2:5][CH:4]([C:7]([OH:9])=O)[CH2:3][CH2:2]1.[CH3:10][C:11]1[C:15]([C:16]2[CH:25]=[C:24]3[C:19]([C:20]([NH:27][CH2:28][C:29]4[S:33][C:32]([CH3:34])=[N:31][C:30]=4[CH3:35])=[C:21]([NH2:26])[CH:22]=[N:23]3)=[CH:18][C:17]=2[O:36][CH3:37])=[C:14]([CH3:38])[O:13][N:12]=1.C(N(CC)CC)C.CN(C(ON1N=NC2C=CC=NC1=2)=[N+](C)C)C.F[P-](F)(F)(F)(F)F, predict the reaction product. (5) Given the reactants [Cl:1][C:2]1[CH:21]=[CH:20][CH:19]=[C:18]([Cl:22])[C:3]=1[CH2:4][C:5]1[NH:10][C:9]([CH3:11])=[C:8]([C:12]([O:14][CH2:15][CH3:16])=[O:13])[C:7](=O)[CH:6]=1.P(Cl)(Cl)([Cl:25])=O, predict the reaction product. The product is: [Cl:1][C:2]1[CH:21]=[CH:20][CH:19]=[C:18]([Cl:22])[C:3]=1[CH2:4][C:5]1[N:10]=[C:9]([CH3:11])[C:8]([C:12]([O:14][CH2:15][CH3:16])=[O:13])=[C:7]([Cl:25])[CH:6]=1. (6) Given the reactants Br[C:2]1[CH:7]=[CH:6][CH:5]=[C:4]([C@@H:8]([O:15][CH3:16])[CH2:9][CH2:10][CH2:11][CH2:12][CH2:13][CH3:14])[C:3]=1[O:17][CH3:18].CON(C)[C:22](=[O:25])[CH2:23][Cl:24], predict the reaction product. The product is: [Cl:24][CH2:23][C:22]([C:2]1[CH:7]=[CH:6][CH:5]=[C:4]([C@@H:8]([O:15][CH3:16])[CH2:9][CH2:10][CH2:11][CH2:12][CH2:13][CH3:14])[C:3]=1[O:17][CH3:18])=[O:25]. (7) Given the reactants CS([O:5][CH:6]1[CH2:11][CH2:10][N:9]([C:12](=[O:14])[CH3:13])[CH2:8][CH2:7]1)(=O)=O.C(=O)([O-])[O-].[Cs+].[Cs+].O[C:22]1[CH:23]=[C:24]2[C:28](=[CH:29][CH:30]=1)[N:27]([S:31]([C:34]1[CH:40]=[CH:39][C:37]([CH3:38])=[CH:36][CH:35]=1)(=[O:33])=[O:32])[N:26]=[C:25]2[CH2:41][N:42]([CH3:54])[CH2:43][CH2:44][N:45]([CH3:53])[C:46](=[O:52])[O:47][C:48]([CH3:51])([CH3:50])[CH3:49].O, predict the reaction product. The product is: [C:12]([N:9]1[CH2:8][CH2:7][CH:6]([O:5][C:22]2[CH:23]=[C:24]3[C:28](=[CH:29][CH:30]=2)[N:27]([S:31]([C:34]2[CH:35]=[CH:36][C:37]([CH3:38])=[CH:39][CH:40]=2)(=[O:33])=[O:32])[N:26]=[C:25]3[CH2:41][N:42]([CH3:54])[CH2:43][CH2:44][N:45]([CH3:53])[C:46](=[O:52])[O:47][C:48]([CH3:51])([CH3:49])[CH3:50])[CH2:11][CH2:10]1)(=[O:14])[CH3:13].